This data is from Forward reaction prediction with 1.9M reactions from USPTO patents (1976-2016). The task is: Predict the product of the given reaction. Given the reactants C(N1C(C)CCOCC1)C1C=CC=CC=1.[CH2:16]([N:23]1[CH:29]([C:30]2[CH:35]=[CH:34][CH:33]=[CH:32][CH:31]=2)[CH2:28][CH2:27][O:26][CH2:25][C:24]1=O)[C:17]1[CH:22]=[CH:21][CH:20]=[CH:19][CH:18]=1, predict the reaction product. The product is: [CH2:16]([N:23]1[CH:29]([C:30]2[CH:35]=[CH:34][CH:33]=[CH:32][CH:31]=2)[CH2:28][CH2:27][O:26][CH2:25][CH2:24]1)[C:17]1[CH:18]=[CH:19][CH:20]=[CH:21][CH:22]=1.